This data is from Forward reaction prediction with 1.9M reactions from USPTO patents (1976-2016). The task is: Predict the product of the given reaction. (1) Given the reactants [Li][C:2]([CH3:5])(C)[CH3:3].C([O:9][C:10]1[C:15]([CH3:16])=[CH:14][CH:13]=[CH:12][C:11]=1Br)C=C.CN(CCN(C)C)C.O, predict the reaction product. The product is: [CH:5]1([C:11]2[CH:12]=[CH:13][CH:14]=[C:15]([CH3:16])[C:10]=2[OH:9])[CH2:2][CH2:3]1. (2) Given the reactants C([O:3][CH2:4][CH2:5][O:6][NH:7][C:8]([C:10]1[N:18]([CH:19]2[CH2:21][CH2:20]2)[C:17]2[CH:16]=[CH:15][N:14]=[CH:13][C:12]=2[C:11]=1[NH:22][C:23]1[CH:28]=[CH:27][C:26]([I:29])=[CH:25][C:24]=1[F:30])=[O:9])=C.Cl.O1CCOCC1, predict the reaction product. The product is: [OH:3][CH2:4][CH2:5][O:6][NH:7][C:8]([C:10]1[N:18]([CH:19]2[CH2:21][CH2:20]2)[C:17]2[CH:16]=[CH:15][N:14]=[CH:13][C:12]=2[C:11]=1[NH:22][C:23]1[CH:28]=[CH:27][C:26]([I:29])=[CH:25][C:24]=1[F:30])=[O:9]. (3) Given the reactants [P:1]([O:18]CC1C=CC=CC=1)([O:10][CH2:11][C:12]1[CH:17]=[CH:16][CH:15]=[CH:14][CH:13]=1)[O:2][CH2:3][C:4]1[CH:9]=[CH:8][CH:7]=[CH:6][CH:5]=1.[I:26]I, predict the reaction product. The product is: [P:1]([I:26])(=[O:18])([O:10][CH2:11][C:12]1[CH:17]=[CH:16][CH:15]=[CH:14][CH:13]=1)[O:2][CH2:3][C:4]1[CH:9]=[CH:8][CH:7]=[CH:6][CH:5]=1. (4) Given the reactants [CH3:1][C@@H:2]1[CH2:11][C:10]2[C:5](=[CH:6][CH:7]=[CH:8][CH:9]=2)[CH2:4][N:3]1[C:12]([C:14]1[C:15]([C:23]2[N:31]3[C:26]([CH2:27][CH2:28][CH2:29][CH2:30]3)=[C:25]([C:32]([O:34]C)=[O:33])[CH:24]=2)=[CH:16][C:17]2[O:21][CH2:20][O:19][C:18]=2[CH:22]=1)=[O:13].[OH-].[Li+:37], predict the reaction product. The product is: [CH3:1][C@@H:2]1[CH2:11][C:10]2[C:5](=[CH:6][CH:7]=[CH:8][CH:9]=2)[CH2:4][N:3]1[C:12]([C:14]1[C:15]([C:23]2[N:31]3[C:26]([CH2:27][CH2:28][CH2:29][CH2:30]3)=[C:25]([C:32]([O-:34])=[O:33])[CH:24]=2)=[CH:16][C:17]2[O:21][CH2:20][O:19][C:18]=2[CH:22]=1)=[O:13].[Li+:37]. (5) Given the reactants [O:1]([C:3]1[CH:4]=[C:5]([C:9]2[N:18]=[C:17]([C:19]([OH:21])=O)[C:16]3[C:11](=[CH:12][CH:13]=[CH:14][CH:15]=3)[N:10]=2)[CH:6]=[CH:7][CH:8]=1)[CH3:2].Cl.[OH:23][C:24]1[C:33]([O:34][CH3:35])=[CH:32][CH:31]=[C:30]2[C:25]=1[CH2:26][CH2:27][NH:28][CH2:29]2, predict the reaction product. The product is: [O:1]([C:3]1[CH:4]=[C:5]([C:9]2[N:18]=[C:17]([C:19]([N:28]3[CH2:27][CH2:26][C:25]4[C:30](=[CH:31][CH:32]=[C:33]([O:34][CH3:35])[C:24]=4[OH:23])[CH2:29]3)=[O:21])[C:16]3[C:11](=[CH:12][CH:13]=[CH:14][CH:15]=3)[N:10]=2)[CH:6]=[CH:7][CH:8]=1)[CH3:2]. (6) Given the reactants C1CO[C:8]2[CH:7]=[CH:6][C:5]([NH:11][C:12]3[C:17]([F:18])=[CH:16][N:15]=[C:14]([NH:19][C:20]4[CH:25]=[CH:24][CH:23]=[C:22](O)[CH:21]=4)[N:13]=3)=[CH:4][C:3]=2[O:2]1.ClC1N=C(NC2C=CC=C(O)C=2)[C:31](F)=[CH:30][N:29]=1.NC1C=C2C(=CC=1)NC=C2, predict the reaction product. The product is: [F:18][C:17]1[C:12]([NH:11][C:5]2[CH:6]=[CH:7][CH:8]=[C:3]([OH:2])[CH:4]=2)=[N:13][C:14]([NH:19][C:20]2[CH:21]=[C:22]3[C:23](=[CH:24][CH:25]=2)[NH:29][CH:30]=[CH:31]3)=[N:15][CH:16]=1.